From a dataset of Full USPTO retrosynthesis dataset with 1.9M reactions from patents (1976-2016). Predict the reactants needed to synthesize the given product. (1) Given the product [CH:44]([N:47]([CH:51]([CH3:53])[CH3:52])[CH2:48][CH2:49][NH:50][C:36]([NH:20][C:19]1[CH:21]=[CH:22][C:16]([O:15][C:6]2[C:5]3[C:10](=[CH:11][C:12]([O:13][CH3:14])=[C:3]([O:2][CH3:1])[CH:4]=3)[N:9]=[CH:8][N:7]=2)=[CH:17][C:18]=1[O:23][CH3:24])=[O:42])([CH3:46])[CH3:45], predict the reactants needed to synthesize it. The reactants are: [CH3:1][O:2][C:3]1[CH:4]=[C:5]2[C:10](=[CH:11][C:12]=1[O:13][CH3:14])[N:9]=[CH:8][N:7]=[C:6]2[O:15][C:16]1[CH:22]=[CH:21][C:19]([NH2:20])=[C:18]([O:23][CH3:24])[CH:17]=1.C(N(CC)CC)C.ClC(Cl)(O[C:36](=[O:42])OC(Cl)(Cl)Cl)Cl.[CH:44]([N:47]([CH:51]([CH3:53])[CH3:52])[CH2:48][CH2:49][NH2:50])([CH3:46])[CH3:45]. (2) Given the product [NH2:10][C@H:11]([C:25]1[CH:30]=[CH:29][CH:28]=[CH:27][CH:26]=1)[CH2:12][N:13]([CH3:24])[C:14](=[O:15])[C@H:16]([CH2:17][C:18](=[O:20])[CH2:6][C:5]1[CH:8]=[CH:9][C:2]([Cl:1])=[CH:3][CH:4]=1)[CH2:21][CH:22]=[CH2:23], predict the reactants needed to synthesize it. The reactants are: [Cl:1][C:2]1[CH:9]=[CH:8][C:5]([CH2:6]N)=[CH:4][CH:3]=1.[NH2:10][C@H:11]([C:25]1[CH:30]=[CH:29][CH:28]=[CH:27][CH:26]=1)[CH2:12][N:13]([CH3:24])[C:14]([C@@H:16]([CH2:21][CH:22]=[CH2:23])[CH2:17][C:18]([OH:20])=O)=[O:15].